From a dataset of Full USPTO retrosynthesis dataset with 1.9M reactions from patents (1976-2016). Predict the reactants needed to synthesize the given product. (1) Given the product [CH3:12][N:14]([CH2:10][C:4]1[CH:3]=[C:2]([CH:7]=[C:6]([O:8][CH3:9])[CH:5]=1)[NH2:1])[CH3:15], predict the reactants needed to synthesize it. The reactants are: [NH2:1][C:2]1[CH:3]=[C:4]([CH2:10]O)[CH:5]=[C:6]([O:8][CH3:9])[CH:7]=1.[CH2:12]([N:14](CC)[CH2:15]C)C.S(Cl)(C)(=O)=O.CNC.C1COCC1. (2) The reactants are: [C:1]([C:3]1[CH:15]=[CH:14][C:6]([CH2:7][N:8]2[CH2:13][CH2:12][NH:11][CH2:10][CH2:9]2)=[CH:5][CH:4]=1)#[N:2].Cl[C:17]1[CH:18]=[C:19]([CH3:30])[C:20]2[N:21]([C:23]([C:26]([F:29])([F:28])[F:27])=[N:24][N:25]=2)[N:22]=1. Given the product [CH3:30][C:19]1[C:20]2[N:21]([C:23]([C:26]([F:29])([F:27])[F:28])=[N:24][N:25]=2)[N:22]=[C:17]([N:11]2[CH2:12][CH2:13][N:8]([CH2:7][C:6]3[CH:5]=[CH:4][C:3]([C:1]#[N:2])=[CH:15][CH:14]=3)[CH2:9][CH2:10]2)[CH:18]=1, predict the reactants needed to synthesize it. (3) Given the product [Cl:23][C:14]1[C:15]([C:19]([F:22])([F:21])[F:20])=[CH:16][CH:17]=[CH:18][C:13]=1[C:11]([N:9]1[CH2:8][CH2:7][N:6]2[C:2]([O:26][CH3:25])=[N:3][N:4]=[C:5]2[CH2:10]1)=[O:12], predict the reactants needed to synthesize it. The reactants are: Br[C:2]1[N:6]2[CH2:7][CH2:8][N:9]([C:11]([C:13]3[CH:18]=[CH:17][CH:16]=[C:15]([C:19]([F:22])([F:21])[F:20])[C:14]=3[Cl:23])=[O:12])[CH2:10][C:5]2=[N:4][N:3]=1.[Na].[CH3:25][OH:26]. (4) Given the product [Br:1][C:2]1[CH:3]=[CH:4][C:5]2[S:8][C:9]([CH3:10])=[CH:13][C:6]=2[CH:7]=1, predict the reactants needed to synthesize it. The reactants are: [Br:1][C:2]1[CH:7]=[CH:6][C:5]([S:8][CH2:9][C:10](Cl)=C)=[CH:4][CH:3]=1.[CH2:13](NCC)C. (5) The reactants are: Br[C:2]1[CH:3]=[C:4]2[C:9](=[CH:10][CH:11]=1)[N:8]([CH:12]1[CH2:17][CH2:16][N:15]([C:18]([O:20][C:21]([CH3:24])([CH3:23])[CH3:22])=[O:19])[CH2:14][CH2:13]1)[C:7](=[O:25])[NH:6][CH2:5]2.[CH:26]1([NH:29][C:30](=[O:47])[C:31]2[CH:36]=[CH:35][C:34]([CH3:37])=[C:33](B3OC(C)(C)C(C)(C)O3)[CH:32]=2)[CH2:28][CH2:27]1.CCO.COCCOC.C(=O)([O-])[O-].[Na+].[Na+].[Cl-]. Given the product [CH:26]1([NH:29][C:30]([C:31]2[CH:36]=[CH:35][C:34]([CH3:37])=[C:33]([C:2]3[CH:3]=[C:4]4[C:9](=[CH:10][CH:11]=3)[N:8]([CH:12]3[CH2:13][CH2:14][N:15]([C:18]([O:20][C:21]([CH3:23])([CH3:24])[CH3:22])=[O:19])[CH2:16][CH2:17]3)[C:7](=[O:25])[NH:6][CH2:5]4)[CH:32]=2)=[O:47])[CH2:27][CH2:28]1, predict the reactants needed to synthesize it. (6) Given the product [NH2:14][C:16]1[CH:17]=[C:18]2[C:23](=[CH:24][C:25]=1[F:26])[C:22](=[O:27])[N:21]([C:28]1[CH:33]=[CH:32][C:31]([NH:7][C:5]([NH:4][S:1]([C:42]3[S:43][C:39]([CH2:36][CH2:37][CH3:38])=[CH:40][CH:41]=3)(=[O:3])=[O:2])=[O:6])=[CH:30][CH:29]=1)[CH:20]=[CH:19]2, predict the reactants needed to synthesize it. The reactants are: [S:1](=[N:4][C:5]([NH2:7])=[O:6])(=[O:3])=[O:2].C(OC(=O)[N:14]([C:16]1[CH:17]=[C:18]2[C:23](=[CH:24][C:25]=1[F:26])[C:22](=[O:27])[N:21]([C:28]1[CH:33]=[CH:32][C:31](N)=[CH:30][CH:29]=1)[CH:20]=[CH:19]2)C)(C)(C)C.[CH2:36]([C:39]1[S:43][C:42](S(N)(=O)=O)=[CH:41][CH:40]=1)[CH2:37][CH3:38]. (7) Given the product [C:36]([O:39][C:40](=[O:41])[N:12]([CH2:11][C:10]1[CH:13]=[CH:14][C:15]([Cl:16])=[C:8]([C:7]([CH3:18])([CH3:17])[O:6][SiH2:5][C:1]([CH3:4])([CH3:2])[CH3:3])[CH:9]=1)[CH2:22][CH:19]1[CH2:20][CH2:21]1)([CH3:38])([CH3:37])[CH3:35].[CH3:38][C:36]([O:39][C:40]([O:42][C:43]([O:45][C:46]([CH3:49])([CH3:48])[CH3:47])=[O:44])=[O:41])([CH3:35])[CH3:37], predict the reactants needed to synthesize it. The reactants are: [C:1]([SiH2:5][O:6][C:7]([CH3:18])([CH3:17])[C:8]1[CH:9]=[C:10]([CH:13]=[CH:14][C:15]=1[Cl:16])[CH2:11][NH2:12])([CH3:4])([CH3:3])[CH3:2].[CH:19]1([CH:22]=O)[CH2:21][CH2:20]1.[BH4-].[Na+].CCN(C(C)C)C(C)C.[CH3:35][C:36]([O:39][C:40]([O:42][C:43]([O:45][C:46]([CH3:49])([CH3:48])[CH3:47])=[O:44])=[O:41])([CH3:38])[CH3:37]. (8) Given the product [CH2:17]([C:2]1([OH:1])[CH2:3][CH2:4][N:5]([C:8]([O:10][C:11]([CH3:14])([CH3:13])[CH3:12])=[O:9])[CH2:6][CH2:7]1)[CH:16]=[CH2:15], predict the reactants needed to synthesize it. The reactants are: [O:1]=[C:2]1[CH2:7][CH2:6][N:5]([C:8]([O:10][C:11]([CH3:14])([CH3:13])[CH3:12])=[O:9])[CH2:4][CH2:3]1.[CH2:15]([Mg]Br)[CH:16]=[CH2:17].[Cl-].[NH4+]. (9) Given the product [CH2:1]([C:8]1[N:9]=[N:10][N:11]([C:13]2[CH:18]=[CH:17][C:16]([C:19]#[N:20])=[CH:15][CH:14]=2)[CH:12]=1)[CH2:2][CH2:3][CH2:4][CH2:5][CH2:6][CH3:7], predict the reactants needed to synthesize it. The reactants are: [CH2:1]([C:8]1[N:9]=[N:10][N:11]([C:13]2[CH:18]=[CH:17][C:16]([CH2:19][NH2:20])=[CH:15][CH:14]=2)[CH:12]=1)[CH2:2][CH2:3][CH2:4][CH2:5][CH2:6][CH3:7].C(OC(N1CC[C@H](O)[C@H]1C(O)=O)=O)(C)(C)C. (10) The reactants are: Br[C:2]1[CH:3]=[N+:4]([O-])[CH:5]=[CH:6][C:7]=1[N+:8]([O-:10])=[O:9].[Cl:12][C:13]1[CH:20]=[C:19]([Cl:21])[CH:18]=[CH:17][C:14]=1[CH2:15][OH:16]. Given the product [Cl:12][C:13]1[CH:20]=[C:19]([Cl:21])[CH:18]=[CH:17][C:14]=1[CH2:15][O:16][C:2]1[CH:3]=[N:4][CH:5]=[CH:6][C:7]=1[N+:8]([O-:10])=[O:9], predict the reactants needed to synthesize it.